Task: Regression. Given two drug SMILES strings and cell line genomic features, predict the synergy score measuring deviation from expected non-interaction effect.. Dataset: NCI-60 drug combinations with 297,098 pairs across 59 cell lines Drug 1: CC1=C(C(CCC1)(C)C)C=CC(=CC=CC(=CC(=O)O)C)C. Drug 2: CC1C(C(CC(O1)OC2CC(CC3=C2C(=C4C(=C3O)C(=O)C5=CC=CC=C5C4=O)O)(C(=O)C)O)N)O. Cell line: M14. Synergy scores: CSS=43.0, Synergy_ZIP=1.81, Synergy_Bliss=3.08, Synergy_Loewe=-28.4, Synergy_HSA=3.39.